Dataset: Reaction yield outcomes from USPTO patents with 853,638 reactions. Task: Predict the reaction yield, written as a fraction of the theoretical maximum amount of product (1.0 means a 100% yield; for example, 0.34 means a 34% yield). (1) The reactants are C([N:3](CC)CC)C.ClC(OCC)=O.[C:14]([O:18][C:19]([N:21]1[CH2:26][CH2:25][O:24][CH2:23][CH:22]1[C:27]([OH:29])=O)=[O:20])([CH3:17])([CH3:16])[CH3:15].[OH-].[NH4+]. The catalyst is C1COCC1. The product is [C:14]([O:18][C:19]([N:21]1[CH2:26][CH2:25][O:24][CH2:23][CH:22]1[C:27](=[O:29])[NH2:3])=[O:20])([CH3:17])([CH3:16])[CH3:15]. The yield is 0.690. (2) The reactants are [Br:1][C:2]1[CH:3]=[C:4]([S:8](Cl)(=[O:10])=[O:9])[CH:5]=[CH:6][CH:7]=1.[CH3:12][N:13]1[CH2:18][CH2:17][NH:16][CH2:15][CH2:14]1.CCN(CC)CC. The catalyst is C(Cl)Cl. The product is [Br:1][C:2]1[CH:3]=[C:4]([S:8]([N:16]2[CH2:17][CH2:18][N:13]([CH3:12])[CH2:14][CH2:15]2)(=[O:10])=[O:9])[CH:5]=[CH:6][CH:7]=1. The yield is 0.880. (3) The reactants are [NH:1]1[CH2:7][C:5](=[O:6])[NH:4][C:2]1=[O:3].[N:8]1([C:13]2[CH:18]=[CH:17][C:16]([NH:19][C:20]3[CH:25]=[C:24]([NH:26][CH:27]4[CH2:29][CH2:28]4)[N:23]4[N:30]=[C:31]([CH3:35])[C:32]([CH:33]=O)=[C:22]4[N:21]=3)=[CH:15][CH:14]=2)[CH:12]=[CH:11][CH:10]=[N:9]1.N1CCCCC1. The catalyst is C(O)C.O. The product is [N:8]1([C:13]2[CH:14]=[CH:15][C:16]([NH:19][C:20]3[CH:25]=[C:24]([NH:26][CH:27]4[CH2:29][CH2:28]4)[N:23]4[N:30]=[C:31]([CH3:35])[C:32]([CH:33]=[C:7]5[NH:1][C:2](=[O:3])[NH:4][C:5]5=[O:6])=[C:22]4[N:21]=3)=[CH:17][CH:18]=2)[CH:12]=[CH:11][CH:10]=[N:9]1. The yield is 0.650. (4) The reactants are [Br:1][C:2]1[CH:3]=[C:4]2[C:11]3([C:15](=[O:16])[N:14]=[C:13](OCC)[NH:12]3)[CH2:10][C:9]([CH3:21])([CH3:20])[O:8][C:5]2=[CH:6][CH:7]=1.[NH3:22].O. The catalyst is CCO. The product is [NH2:22][C:13]1[NH:12][C:11]2([C:4]3[C:5](=[CH:6][CH:7]=[C:2]([Br:1])[CH:3]=3)[O:8][C:9]([CH3:20])([CH3:21])[CH2:10]2)[C:15](=[O:16])[N:14]=1. The yield is 0.300. (5) The reactants are [Br:1][C:2]1[CH:3]=[C:4]2[C:9](=[CH:10][CH:11]=1)[C:8](=[O:12])[NH:7][C:6](=[O:13])[C:5]2=[CH:14]OC.CN(C)C=O.[CH3:22][N:23]([CH3:29])[CH2:24][CH2:25][CH2:26][CH2:27][NH2:28]. The catalyst is CCOCC. The product is [Br:1][C:2]1[CH:3]=[C:4]2[C:9](=[CH:10][CH:11]=1)[C:8](=[O:12])[NH:7][C:6](=[O:13])/[C:5]/2=[CH:14]\[NH:28][CH2:27][CH2:26][CH2:25][CH2:24][N:23]([CH3:29])[CH3:22]. The yield is 0.730. (6) The reactants are [CH3:1][C:2]1[NH:3][C:4]2[C:9]([CH:10]=1)=[CH:8][CH:7]=[CH:6][CH:5]=2.[Li]CCCC.CC([O-])(C)C.[K+].[F:22][C:23]1[CH:24]=[CH:25][C:26]([O:45][CH3:46])=[C:27]([C:29]([CH3:44])([CH3:43])[CH2:30]/[C:31](=[N:36]/S(C(C)(C)C)=O)/[C:32]([F:35])([F:34])[F:33])[CH:28]=1. The catalyst is C(OCC)C.C1COCC1. The product is [F:22][C:23]1[CH:24]=[CH:25][C:26]([O:45][CH3:46])=[C:27]([C:29]([CH3:43])([CH3:44])[CH2:30][C:31]([NH2:36])([CH2:1][C:2]2[NH:3][C:4]3[C:9]([CH:10]=2)=[CH:8][CH:7]=[CH:6][CH:5]=3)[C:32]([F:35])([F:34])[F:33])[CH:28]=1. The yield is 0.330. (7) The reactants are [Br:1][C:2]1[CH:10]=[CH:9][C:5]([C:6]([OH:8])=O)=[C:4]([F:11])[CH:3]=1.[CH2:12]([NH2:14])[CH3:13].CN(C(ON1N=NC2C=CC=NC1=2)=[N+](C)C)C.F[P-](F)(F)(F)(F)F.C(N(CC)C(C)C)(C)C. The catalyst is O.CN(C=O)C. The product is [Br:1][C:2]1[CH:10]=[CH:9][C:5]([C:6]([NH:14][CH2:12][CH3:13])=[O:8])=[C:4]([F:11])[CH:3]=1. The yield is 0.950.